Dataset: Experimentally validated miRNA-target interactions with 360,000+ pairs, plus equal number of negative samples. Task: Binary Classification. Given a miRNA mature sequence and a target amino acid sequence, predict their likelihood of interaction. (1) The miRNA is hsa-miR-144-5p with sequence GGAUAUCAUCAUAUACUGUAAG. The protein sequence of the target gene is MAAPGLRLGAGRLFEMPAVLERLSRYNSTSQAFAEVLRLPKQQLRKLLYPLQEVERFLAPYGRQDLHLRIFDPSPEDIARADNIFTATERNRIDYVSSAVRIDHAPDLPRPEVCFIGRSNVGKSSLIKALFSLAPEVEVRVSKKPGHTKKMNFFKVGKHFTVVDMPGYGFRAPEDFVDMVETYLKERRNLKRTFLLVDSVVGIQKTDNIAIEMCEEFALPYVIVLTKIDKSSKGHLLKQVLQIQKFVNMKTQGCFPQLFPVSAVTFSGIHLLRCFIASVTGSLD. Result: 0 (no interaction). (2) The miRNA is hsa-miR-650 with sequence AGGAGGCAGCGCUCUCAGGAC. The protein sequence of the target gene is MELGHGAGTTTFTRAHLNDKEGQQDLDPWKAAYSSLDTSKFKNQGLSSPQPLPLGASAQGSSLGQCHLKEIPPPPPTAASRDSLGMDPQSRSLKNAGSRSSSRENRATSGEGAQPCQGTDDGPSLGAQDQRSTPTNQKGSIIPNNIRHKFGSNVVDQLVSEEQAQKAIDEVFEGQKRASSWPSRTQNPVEISSVFSDYYDLGYNMRSNLFRGAAEETKSLMKASYTPEVIEKSVRDLEHWHGRKTDDLGRWHQKNAMNLNLQKALEEKYGENSKSKSSKY. Result: 0 (no interaction). (3) The miRNA is hsa-miR-4637 with sequence UACUAACUGCAGAUUCAAGUGA. The protein sequence of the target gene is MSARKGYLLPSPNYPTTMSCSESPAANSFLVDSLISSGRGEAGVGGGSAGGGGGGYYAHGGVYLPPASDLPYGLQSCGLFPALGSKRNEAPSPGGGGGGGSGGLGPGTHGYAPAPLDLWLDAPRSCRMEPPDGPPPPQPQPQQQQQQPPPPPPQPPQPQPQATSCSFAQNIKEESSYCLYDAADKCPKGSAAADLAPFPRGPPPDGCALGASSGVPVPGYFRLSQAYGTAKGFGSGGGGTQQLASPFPAQPPGRGFDPPPALASGSTEAAGKERVLDSTPPPTLVCTGGGGSQGDEEAHA.... Result: 0 (no interaction). (4) The miRNA is hsa-miR-6795-5p with sequence UGGGGGGACAGGAUGAGAGGCUGU. The protein sequence of the target gene is MNKMPAGEQECEYNKEGKYYSKGVKLVRKKKKIPGYRWGDIKINIIGEKDDLPIHFCDKCDLPIKIYGRIIPCKHAFCYHCANLYDKVGYKVCPRCRYPVLRIEAHKRGSVFMCSIVQQCKRTYLSQKSLQAHIKRRHKRARKQVTSASLEKVRPHIAPPQTEISDIPKRLQDRDHLSYIPPEQHTMVSLPSVQHMLQEQHNQPHKDIQAPPPELSLSLPFPIQWETVSIFTRKHGNLTVDHIQNNSDSGAKKPTPPDYYPECQSQPAVSSPHHIIPQKQHYAPPPSPSSPVNHQMPYPP.... Result: 0 (no interaction). (5) The miRNA is hsa-miR-181a-2-3p with sequence ACCACUGACCGUUGACUGUACC. The protein sequence of the target gene is MEEPPVREEEEEEGEEDEERDEVGPEGALGKSPFQLTAEDVYDISYLLGRELMALGSDPRVTQLQFKVVRVLEMLEALVNEGSLALEELKMERDHLRKEVEGLRRQSPPASGEVNLGPNKMVVDLTDPNRPRFTLQELRDVLQERNKLKSQLLVVQEELQCYKSGLIPPREGPGGRREKDAVVTSAKNAGRNKEEKTIIKKLFFFRSGKQT. Result: 0 (no interaction). (6) The miRNA is hsa-miR-6079 with sequence UUGGAAGCUUGGACCAACUAGCUG. The protein sequence of the target gene is MAEGGGPEPGEQERRSSGPRPPSARDLQLALAELYEDEVKCKSSKSNRPKATVFKSPRTPPQRFYSSEHEYSGLNIVRPSTGKIVNELFKEAREHGAVPLNEATRASGDDKSKSFTGGGYRLGSSFCKRSEYIYGENQLQDVQILLKLWSNGFSLDDGELRPYNEPTNAQFLESVKRGEIPLELQRLVHGGQVNLDMEDHQDQEYIKPRLRFKAFSGEGQKLGSLTPEIVSTPSSPEEEDKSILNAVVLIDDSVPTTKIQIRLADGSRLIQRFNSTHRILDVRNFIVQSRPEFAALDFIL.... Result: 1 (interaction).